This data is from Full USPTO retrosynthesis dataset with 1.9M reactions from patents (1976-2016). The task is: Predict the reactants needed to synthesize the given product. (1) Given the product [C:1]([O:4][CH2:5][C:6]([CH3:35])([CH3:36])[CH2:7][N:8]1[C:14]2[CH:15]=[CH:16][C:17]([Cl:19])=[CH:18][C:13]=2[C@@H:12]([C:20]2[CH:25]=[CH:24][CH:23]=[C:22]([O:26][CH3:27])[C:21]=2[O:28][CH3:29])[O:11][C@H:10]([CH2:30][C:31]([NH:41][C:42]2[CH:43]=[CH:44][C:45]([C:46]([O:48][CH2:49][CH3:50])=[O:47])=[CH:51][CH:52]=2)=[O:32])[C:9]1=[O:34])(=[O:3])[CH3:2], predict the reactants needed to synthesize it. The reactants are: [C:1]([O:4][CH2:5][C:6]([CH3:36])([CH3:35])[CH2:7][N:8]1[C:14]2[CH:15]=[CH:16][C:17]([Cl:19])=[CH:18][C:13]=2[C@@H:12]([C:20]2[CH:25]=[CH:24][CH:23]=[C:22]([O:26][CH3:27])[C:21]=2[O:28][CH3:29])[O:11][C@H:10]([CH2:30][C:31](O)=[O:32])[C:9]1=[O:34])(=[O:3])[CH3:2].S(Cl)(Cl)=O.[NH2:41][C:42]1[CH:52]=[CH:51][C:45]([C:46]([O:48][CH2:49][CH3:50])=[O:47])=[CH:44][CH:43]=1.C(N(CC)CC)C. (2) The reactants are: [CH3:1][C:2]1[CH:7]=[C:6]([CH2:8]O)[CH:5]=[C:4]([CH3:10])[C:3]=1[C:11]1[CH:16]=[CH:15][C:14]([C:17]([F:20])([F:19])[F:18])=[CH:13][CH:12]=1.P(Br)(Br)[Br:22]. Given the product [Br:22][CH2:8][C:6]1[CH:7]=[C:2]([CH3:1])[C:3]([C:11]2[CH:16]=[CH:15][C:14]([C:17]([F:20])([F:19])[F:18])=[CH:13][CH:12]=2)=[C:4]([CH3:10])[CH:5]=1, predict the reactants needed to synthesize it. (3) Given the product [Cl:14][C:5]1[C:6]([CH:9]([O:12][CH3:13])[O:10][CH3:11])=[C:7]([NH2:8])[C:2]([N:15]2[CH2:20][CH2:19][O:18][CH2:17][CH2:16]2)=[N:3][CH:4]=1, predict the reactants needed to synthesize it. The reactants are: Br[C:2]1[C:7]([NH2:8])=[C:6]([CH:9]([O:12][CH3:13])[O:10][CH3:11])[C:5]([Cl:14])=[CH:4][N:3]=1.[NH:15]1[CH2:20][CH2:19][O:18][CH2:17][CH2:16]1.O. (4) Given the product [CH3:19][C@@H:20]1[NH:24][C@H:23]([C:25]([O:27][CH2:28][CH3:29])=[O:26])[CH2:22][CH2:21]1.[CH3:29][CH2:28][O:27][C:25]([CH:23]1[CH2:22][CH2:21][CH:20]([CH3:19])[N:24]1[C:42]([O:41][C:38]([CH3:40])([CH3:39])[CH3:37])=[O:43])=[O:26], predict the reactants needed to synthesize it. The reactants are: FC(F)(F)C(O)=O.C([Mg]Br)C.FC(F)(F)C(O)=O.[CH3:19][C@@H:20]1[NH:24][C@H:23]([C:25]([O:27][CH2:28][CH3:29])=[O:26])[CH2:22][CH2:21]1.C(N(CC)CC)C.[CH3:37][C:38]([O:41][C:42](O[C:42]([O:41][C:38]([CH3:40])([CH3:39])[CH3:37])=[O:43])=[O:43])([CH3:40])[CH3:39]. (5) The reactants are: [NH:1]1[CH2:8][CH2:7][CH2:6][C@H:2]1[C:3]([OH:5])=[O:4].[Cl:9][CH2:10][C:11](Cl)=[O:12]. Given the product [Cl:9][CH2:10][C:11]([N:1]1[CH2:8][CH2:7][CH2:6][CH:2]1[C:3]([OH:5])=[O:4])=[O:12], predict the reactants needed to synthesize it. (6) Given the product [OH:13][C:4]1[C:3]([OH:12])=[C:2]([OH:1])[C:11]2[C:6]([CH:5]=1)=[CH:7][CH:8]=[CH:9][CH:10]=2, predict the reactants needed to synthesize it. The reactants are: [OH:1][C:2]1[C:11]2[C:6](=[CH:7][CH:8]=[CH:9][CH:10]=2)[CH:5]=[CH:4][C:3]=1[OH:12].[OH:13]C1C(O)=CC2C(=CC=CC=2)C=1.OC1C=C(O)C2C(=CC=CC=2)C=1.OC1C=CC2C(=CC=CC=2O)C=1.OC1C=CC2C(=CC=C(O)C=2)C=1.OC1C=CC2C(=CC(O)=CC=2)C=1.OC1C=CC2C(=C(O)C=CC=2)C=1.C1C=CC2C(=CC=CC=2O)C=1. (7) Given the product [F:1][C:2]1[CH:10]=[CH:9][CH:8]=[CH:7][C:3]=1[C:4](=[O:6])[CH2:25][C:24]([O:30][CH2:31][CH3:32])=[O:29], predict the reactants needed to synthesize it. The reactants are: [F:1][C:2]1[CH:10]=[CH:9][CH:8]=[CH:7][C:3]=1[C:4]([OH:6])=O.C(N1C=CN=C1)(N1C=CN=C1)=O.[Mg+].[C:24]([O:30][CH2:31][CH3:32])(=[O:29])[CH2:25]C([O-])=O.Cl.